Dataset: Full USPTO retrosynthesis dataset with 1.9M reactions from patents (1976-2016). Task: Predict the reactants needed to synthesize the given product. (1) Given the product [Cl:1][C:2]1[C:7]([N:8]2[CH2:17][CH2:16][C@@H:15]3[C@H:10]([O:11][CH2:12][CH2:13][N:14]3[CH3:35])[CH2:9]2)=[CH:6][C:5]([C:18]#[N:19])=[CH:4][C:3]=1[NH:20][C:21]1[N:26]=[C:25]([NH:27][CH2:28][CH3:29])[C:24]2=[N:30][CH:31]=[C:32]([C:33]#[N:34])[N:23]2[N:22]=1, predict the reactants needed to synthesize it. The reactants are: [Cl:1][C:2]1[C:7]([N:8]2[CH2:17][CH2:16][C@@H:15]3[C@H:10]([O:11][CH2:12][CH2:13][NH:14]3)[CH2:9]2)=[CH:6][C:5]([C:18]#[N:19])=[CH:4][C:3]=1[NH:20][C:21]1[N:26]=[C:25]([NH:27][CH2:28][CH3:29])[C:24]2=[N:30][CH:31]=[C:32]([C:33]#[N:34])[N:23]2[N:22]=1.[CH:35](OC)(OC)OC.CC(O)=O.C=O. (2) Given the product [NH2:17][CH2:16][C:13]1[CH:14]=[CH:15][C:10]([N:8]2[C:7]([NH:18][C:19]([NH:21][C:22]3[CH:27]=[CH:26][C:25]([O:28][C:29]4[CH:30]=[CH:31][N:32]=[CH:33][CH:34]=4)=[CH:24][CH:23]=3)=[O:20])=[CH:6][C:5]([C:1]([CH3:4])([CH3:3])[CH3:2])=[N:9]2)=[CH:11][CH:12]=1, predict the reactants needed to synthesize it. The reactants are: [C:1]([C:5]1[CH:6]=[C:7]([NH:18][C:19]([NH:21][C:22]2[CH:27]=[CH:26][C:25]([O:28][C:29]3[CH:34]=[CH:33][N:32]=[CH:31][CH:30]=3)=[CH:24][CH:23]=2)=[O:20])[N:8]([C:10]2[CH:15]=[CH:14][C:13]([C:16]#[N:17])=[CH:12][CH:11]=2)[N:9]=1)([CH3:4])([CH3:3])[CH3:2].[H-].[Al+3].[Li+].[H-].[H-].[H-]. (3) Given the product [C:1]1([C:7]2[CH:8]=[C:9]3[C:14](=[CH:15][CH:16]=2)[CH2:13][CH:12]([C:17]([C:19]2[O:20][C:21]([C:24]#[N:26])=[CH:22][N:23]=2)=[O:18])[CH2:11][CH2:10]3)[CH:2]=[CH:3][CH:4]=[CH:5][CH:6]=1, predict the reactants needed to synthesize it. The reactants are: [C:1]1([C:7]2[CH:8]=[C:9]3[C:14](=[CH:15][CH:16]=2)[CH2:13][CH:12]([C:17]([C:19]2[O:20][C:21]([C:24]([NH2:26])=O)=[CH:22][N:23]=2)=[O:18])[CH2:11][CH2:10]3)[CH:6]=[CH:5][CH:4]=[CH:3][CH:2]=1.N1C=CC=CC=1.FC(F)(F)C(OC(=O)C(F)(F)F)=O. (4) Given the product [ClH:1].[Cl:1][C:2]1[CH:3]=[C:4]([C:9]2([F:40])[CH2:13][CH2:12][N:11]([C:14]3[CH:19]=[CH:18][C:17]([O:20][CH3:21])=[C:16]([O:22][CH2:23][CH2:24][N:25]4[CH2:30][CH2:29][CH:28]([CH3:31])[CH2:27][CH2:26]4)[CH:15]=3)[C:10]2=[O:32])[CH:5]=[CH:6][C:7]=1[Cl:8], predict the reactants needed to synthesize it. The reactants are: [Cl:1][C:2]1[CH:3]=[C:4]([C:9]2(O)[CH2:13][CH2:12][N:11]([C:14]3[CH:19]=[CH:18][C:17]([O:20][CH3:21])=[C:16]([O:22][CH2:23][CH2:24][N:25]4[CH2:30][CH2:29][CH:28]([CH3:31])[CH2:27][CH2:26]4)[CH:15]=3)[C:10]2=[O:32])[CH:5]=[CH:6][C:7]=1[Cl:8].C(N(S(F)(F)[F:40])CC)C.C([O-])(O)=O.[Na+]. (5) Given the product [N+:1]([C:4]1[CH:9]=[CH:8][CH:7]=[C:6]([N+:10]([O-:12])=[O:11])[C:5]=1[CH2:13][C:18](=[O:19])[C:17]([O:16][CH2:14][CH3:15])=[O:23])([O-:3])=[O:2], predict the reactants needed to synthesize it. The reactants are: [N+:1]([C:4]1[CH:9]=[CH:8][CH:7]=[C:6]([N+:10]([O-:12])=[O:11])[C:5]=1[CH3:13])([O-:3])=[O:2].[CH2:14]([O:16][C:17](=[O:23])[C:18](OCC)=[O:19])[CH3:15].CC[O-].[Na+].Cl. (6) Given the product [CH3:19][O:20][C:21]1[CH:58]=[CH:57][C:24]([C:25]([O:40][CH2:41][C@H:42]2[O:46][C@@H:45]([N:47]3[CH:55]=[C:53]([CH3:54])[C:51](=[O:52])[NH:50][C:48]3=[O:49])[CH2:44][C@@H:43]2[O:56][P:8]([N:12]([CH:13]([CH3:14])[CH3:15])[CH:16]([CH3:17])[CH3:18])[CH2:77][CH2:76][CH2:75][O:74][C@@H:73]2[O:79][C@H:80]([CH2:91][O:92][C:93](=[O:95])[CH3:94])[C@@H:81]([O:87][C:88](=[O:90])[CH3:89])[C@H:82]([O:83][C:84](=[O:86])[CH3:85])[C@H:72]2[O:71][C:68](=[O:70])[CH3:69])([C:34]2[CH:35]=[CH:36][CH:37]=[CH:38][CH:39]=2)[C:26]2[CH:31]=[CH:30][C:29]([O:32][CH3:33])=[CH:28][CH:27]=2)=[CH:23][CH:22]=1, predict the reactants needed to synthesize it. The reactants are: C(N([P:8]([N:12]([CH:16]([CH3:18])[CH3:17])[CH:13]([CH3:15])[CH3:14])(Cl)([O-])[O-])C(C)C)(C)C.[CH3:19][O:20][C:21]1[CH:58]=[CH:57][C:24]([C:25]([O:40][CH2:41][C@H:42]2[O:46][C@@H:45]([N:47]3[CH:55]=[C:53]([CH3:54])[C:51](=[O:52])[NH:50][C:48]3=[O:49])[CH2:44][C@@H:43]2[OH:56])([C:34]2[CH:39]=[CH:38][CH:37]=[CH:36][CH:35]=2)[C:26]2[CH:31]=[CH:30][C:29]([O:32][CH3:33])=[CH:28][CH:27]=2)=[CH:23][CH:22]=1.C(N(C(C)C)C(C)C)C.[C:68]([O:71][C@@H:72]1[C@@H:82]([O:83][C:84](=[O:86])[CH3:85])[C@H:81]([O:87][C:88](=[O:90])[CH3:89])[C@@H:80]([CH2:91][O:92][C:93](=[O:95])[CH3:94])[O:79][C@H:73]1[O:74][CH2:75][CH2:76][CH2:77]O)(=[O:70])[CH3:69].N1C=NN=N1. (7) The reactants are: [O:1]1[CH2:5][CH2:4][O:3][CH:2]1[C:6]1[CH:11]=[CH:10][C:9]([C:12]2[C:21]([C:22]3[CH:27]=[CH:26][CH:25]=[CH:24][CH:23]=3)=[CH:20][C:19]3[C:14](=[CH:15][CH:16]=[N:17][C:18]=3[NH:28][NH2:29])[N:13]=2)=[CH:8][CH:7]=1.C1C=CC2N(O)N=NC=2C=1.[C:40](O)(=O)[CH2:41][OH:42].C(Cl)CCl. Given the product [O:3]1[CH2:4][CH2:5][O:1][CH:2]1[C:6]1[CH:11]=[CH:10][C:9]([C:12]2[C:21]([C:22]3[CH:27]=[CH:26][CH:25]=[CH:24][CH:23]=3)=[CH:20][C:19]3[C:18]4=[N:28][N:29]=[C:40]([CH2:41][OH:42])[N:17]4[CH:16]=[CH:15][C:14]=3[N:13]=2)=[CH:8][CH:7]=1, predict the reactants needed to synthesize it. (8) Given the product [OH:1][C:2]1[CH:7]=[CH:6][C:5]([N:8]2[C:16]3[C:11](=[CH:12][CH:13]=[CH:14][CH:15]=3)[C:10]([CH:17]=[N:26][OH:27])=[C:9]2[C:19]2[N:20]([CH3:24])[CH:21]=[N:22][CH:23]=2)=[CH:4][CH:3]=1, predict the reactants needed to synthesize it. The reactants are: [OH:1][C:2]1[CH:7]=[CH:6][C:5]([N:8]2[C:16]3[C:11](=[CH:12][CH:13]=[CH:14][CH:15]=3)[C:10]([CH:17]=O)=[C:9]2[C:19]2[N:20]([CH3:24])[CH:21]=[N:22][CH:23]=2)=[CH:4][CH:3]=1.Cl.[NH2:26][OH:27].N1C=CC=CC=1.